The task is: Predict the reactants needed to synthesize the given product.. This data is from Full USPTO retrosynthesis dataset with 1.9M reactions from patents (1976-2016). (1) Given the product [CH2:22]([O:21][C:19]([C:16]1[CH:15]=[CH:14][C:13]2[C:18](=[C:9]([O:8][CH2:1][C:2]3[CH:3]=[CH:4][CH:5]=[CH:6][CH:7]=3)[CH:10]=[CH:11][C:12]=2[Br:29])[N:17]=1)=[O:20])[C:23]1[CH:28]=[CH:27][CH:26]=[CH:25][CH:24]=1, predict the reactants needed to synthesize it. The reactants are: [CH2:1]([O:8][C:9]1[CH:10]=[CH:11][CH:12]=[C:13]2[C:18]=1[N:17]=[C:16]([C:19]([O:21][CH2:22][C:23]1[CH:28]=[CH:27][CH:26]=[CH:25][CH:24]=1)=[O:20])[CH:15]=[CH:14]2)[C:2]1[CH:7]=[CH:6][CH:5]=[CH:4][CH:3]=1.[Br:29]C1C(=O)C(Br)=CC(Br)(Br)C=1. (2) The reactants are: CC1(C)C(C)(C)OB([C:9]2[CH:10]=[C:11]3[C:15](=[CH:16][CH:17]=2)[C:14](=[O:18])[O:13][CH2:12]3)O1.Br[C:21]1[CH:22]=[N:23][CH:24]=[C:25]([F:30])[C:26]=1[CH:27]([OH:29])[CH3:28]. Given the product [F:30][C:25]1[C:26]([CH:27]([OH:29])[CH3:28])=[C:21]([C:9]2[CH:10]=[C:11]3[C:15](=[CH:16][CH:17]=2)[C:14](=[O:18])[O:13][CH2:12]3)[CH:22]=[N:23][CH:24]=1, predict the reactants needed to synthesize it.